Task: Predict the reactants needed to synthesize the given product.. Dataset: Full USPTO retrosynthesis dataset with 1.9M reactions from patents (1976-2016) (1) Given the product [O:10]1[C:2]2[CH:7]=[CH:6][CH:5]=[CH:4][C:3]=2[N:8]=[C:9]1[C:11]1([C:14]([O:16][CH3:17])=[O:15])[CH2:13][CH2:12]1, predict the reactants needed to synthesize it. The reactants are: O[C:2]1[CH:7]=[CH:6][CH:5]=[CH:4][C:3]=1[NH:8][C:9]([C:11]1([C:14]([O:16][CH3:17])=[O:15])[CH2:13][CH2:12]1)=[O:10].C1(P(C2C=CC=CC=2)C2C=CC=CC=2)C=CC=CC=1.CC(OC(/N=N/C(OC(C)C)=O)=O)C. (2) Given the product [NH2:7][C:6]1[CH:13]=[CH:14][C:3]([O:2][CH3:1])=[CH:4][C:5]=1[C:10]([NH:18][CH2:19][C@H:20]1[CH2:25][CH2:24][C@H:23]([C:26]([N:28]2[CH2:33][CH2:32][N:31]([C:34](=[O:38])[CH:35]([CH3:36])[CH3:37])[CH2:30][CH2:29]2)=[O:27])[CH2:22][CH2:21]1)=[O:11], predict the reactants needed to synthesize it. The reactants are: [CH3:1][O:2][C:3]1[CH:14]=[CH:13][C:6]2[NH:7]C(=O)O[C:10](=[O:11])[C:5]=2[CH:4]=1.CC#N.[NH2:18][CH2:19][C@H:20]1[CH2:25][CH2:24][C@H:23]([C:26]([N:28]2[CH2:33][CH2:32][N:31]([C:34](=[O:38])[CH:35]([CH3:37])[CH3:36])[CH2:30][CH2:29]2)=[O:27])[CH2:22][CH2:21]1. (3) Given the product [Si:1]([Cl:5])([Cl:4])([Cl:3])[Cl:2].[NH3:7].[O:10]=[O+:11][O-:12].[N:7]#[N:8], predict the reactants needed to synthesize it. The reactants are: [Si:1]([Cl:5])([Cl:4])([Cl:3])[Cl:2].N.[N:7]#[N+:8][O-].[O:10]=[O+:11][O-:12]. (4) Given the product [CH3:18][O:17][C:13]1[CH:12]=[C:11]([C:9]2[N:10]=[C:4]3[CH:3]=[C:2]([N:19]4[CH2:24][CH2:23][CH2:22][CH2:21][CH2:20]4)[CH:7]=[CH:6][N:5]3[CH:8]=2)[CH:16]=[CH:15][CH:14]=1, predict the reactants needed to synthesize it. The reactants are: Br[C:2]1[CH:7]=[CH:6][N:5]2[CH:8]=[C:9]([C:11]3[CH:16]=[CH:15][CH:14]=[C:13]([O:17][CH3:18])[CH:12]=3)[N:10]=[C:4]2[CH:3]=1.[NH:19]1[CH2:24][CH2:23][CH2:22][CH2:21][CH2:20]1. (5) Given the product [F:1][C:2]1[CH:7]=[CH:6][C:5]([N:8]2[C:12]([C:13]3[N:14]=[CH:15][N:16]([C:18]4[CH:26]=[CH:25][C:21]([C:22]([NH:36][CH:37]([CH3:42])[CH3:38])=[O:24])=[CH:20][N:19]=4)[CH:17]=3)=[C:11]([CH3:27])[N:10]=[N:9]2)=[CH:4][CH:3]=1, predict the reactants needed to synthesize it. The reactants are: [F:1][C:2]1[CH:7]=[CH:6][C:5]([N:8]2[C:12]([C:13]3[N:14]=[CH:15][N:16]([C:18]4[CH:26]=[CH:25][C:21]([C:22]([OH:24])=O)=[CH:20][N:19]=4)[CH:17]=3)=[C:11]([CH3:27])[N:10]=[N:9]2)=[CH:4][CH:3]=1.CN(C(O[N:36]1N=N[C:38]2C=CC=[CH:42][C:37]1=2)=[N+](C)C)C.[B-](F)(F)(F)F.CCN(C(C)C)C(C)C.C(N)(C)C.